This data is from Reaction yield outcomes from USPTO patents with 853,638 reactions. The task is: Predict the reaction yield, written as a fraction of the theoretical maximum amount of product (1.0 means a 100% yield; for example, 0.34 means a 34% yield). (1) The reactants are [NH2:1][CH2:2][CH2:3][CH2:4][S:5]([OH:8])(=[O:7])=[O:6].C([O-])(=O)C.[K+:13].[C:14]1(=O)[O:19][C:17](=[O:18])[C:16]2=[CH:20][CH:21]=[CH:22][CH:23]=[C:15]12. The catalyst is C(O)(=O)C. The product is [O:18]=[C:17]1[C:16]2[C:15](=[CH:23][CH:22]=[CH:21][CH:20]=2)[C:14](=[O:19])[N:1]1[CH2:2][CH2:3][CH2:4][S:5]([O-:8])(=[O:7])=[O:6].[K+:13]. The yield is 1.00. (2) The yield is 0.310. The product is [N+:17]([C:6]1[CH:5]=[C:4]2[C:9](=[CH:8][CH:7]=1)[NH:1][C:2]([CH:10]([CH3:16])[C:11]([O:13][CH2:14][CH3:15])=[O:12])=[CH:3]2)([O-:19])=[O:18]. The reactants are [NH:1]1[C:9]2[C:4](=[CH:5][CH:6]=[CH:7][CH:8]=2)[CH:3]=[C:2]1[CH:10]([CH3:16])[C:11]([O:13][CH2:14][CH3:15])=[O:12].[N+:17]([O-])([O-:19])=[O:18].[Na+]. The catalyst is S(=O)(=O)(O)O. (3) The reactants are C[NH2:2].[CH2:3]([C:5]1[CH:6]=[CH:7][CH:8]=[C:9]2[C:13]=1[NH:12][C:11]([CH:14]=O)=[C:10]2[CH3:16])[CH3:4].[BH4-].[Na+].O. The catalyst is CO. The product is [CH3:4][CH2:3][C:5]1[C:13]2[NH:12][C:11]([CH2:14][NH2:2])=[C:10]([CH3:16])[C:9]=2[CH:8]=[CH:7][CH:6]=1. The yield is 0.750. (4) The reactants are [CH3:1][O:2][C:3]1[CH:4]=[CH:5][C:6]([CH2:12][S:13][CH2:14][C:15]([O:17]C)=[O:16])=[N:7][C:8]=1[N+:9]([O-:11])=[O:10]. The catalyst is C(=O)([O-])[O-].[Na+].[Na+]. The product is [CH3:1][O:2][C:3]1[CH:4]=[CH:5][C:6]([CH2:12][S:13][CH2:14][C:15]([OH:17])=[O:16])=[N:7][C:8]=1[N+:9]([O-:11])=[O:10]. The yield is 0.970. (5) The reactants are F[C:2]1[C:7]([C:8]2[N:13]=[C:12]([CH3:14])[N:11]=[C:10]([N:15]([CH2:25][C:26]3[CH:31]=[CH:30][C:29]([O:32][CH3:33])=[CH:28][CH:27]=3)[CH2:16][C:17]3[CH:22]=[CH:21][C:20]([O:23][CH3:24])=[CH:19][CH:18]=3)[N:9]=2)=[CH:6][C:5]([C@H:34]([N:36]2[CH2:41][CH2:40][N:39]([S:42]([CH3:45])(=[O:44])=[O:43])[CH2:38][CH2:37]2)[CH3:35])=[CH:4][N:3]=1.[F:46][C:47]1[CH:56]=[C:55]([NH2:57])[CH:54]=[C:53]2[C:48]=1[CH:49]=[CH:50][CH:51]=[N:52]2.C[Si]([N-][Si](C)(C)C)(C)C.[Li+]. The catalyst is C1COCC1.[NH4+].[Cl-]. The product is [CH3:24][O:23][C:20]1[CH:19]=[CH:18][C:17]([CH2:16][N:15]([CH2:25][C:26]2[CH:31]=[CH:30][C:29]([O:32][CH3:33])=[CH:28][CH:27]=2)[C:10]2[N:11]=[C:12]([CH3:14])[N:13]=[C:8]([C:7]3[C:2]([NH:57][C:55]4[CH:54]=[C:53]5[C:48]([CH:49]=[CH:50][CH:51]=[N:52]5)=[C:47]([F:46])[CH:56]=4)=[N:3][CH:4]=[C:5]([C@H:34]([N:36]4[CH2:41][CH2:40][N:39]([S:42]([CH3:45])(=[O:43])=[O:44])[CH2:38][CH2:37]4)[CH3:35])[CH:6]=3)[N:9]=2)=[CH:22][CH:21]=1. The yield is 0.712. (6) The reactants are [Br:1][C:2]1[N:7]=[C:6]([NH:8][C:9]2[CH:14]=[CH:13][C:12]([CH:15]3[CH2:18][N:17](C(OC(C)(C)C)=O)[CH2:16]3)=[CH:11][CH:10]=2)[C:5](=[O:26])[N:4]([CH3:27])[CH:3]=1.[ClH:28].O1CCOCC1. The catalyst is CO. The product is [ClH:28].[NH:17]1[CH2:18][CH:15]([C:12]2[CH:11]=[CH:10][C:9]([NH:8][C:6]3[C:5](=[O:26])[N:4]([CH3:27])[CH:3]=[C:2]([Br:1])[N:7]=3)=[CH:14][CH:13]=2)[CH2:16]1. The yield is 0.170. (7) The reactants are [NH2:1][C:2]([NH2:4])=[O:3].[CH2:5]([O:7][C:8]1[CH:9]=[C:10]([CH:13]=[C:14]([N+:17]([O-:19])=[O:18])[C:15]=1[OH:16])[CH:11]=O)[CH3:6].B(F)(F)F.CCOCC.[CH:29]1([CH2:35][C:36]([C:38]2[CH:43]=[CH:42][CH:41]=[CH:40][CH:39]=2)=O)[CH2:34][CH2:33][CH2:32][CH2:31][CH2:30]1. The catalyst is C1COCC1.Cl[Cu].CC(O)=O. The product is [CH:38]1([C:36]2[CH:11]([C:10]3[CH:13]=[C:14]([N+:17]([O-:19])=[O:18])[C:15]([OH:16])=[C:8]([O:7][CH2:5][CH3:6])[CH:9]=3)[NH:1][C:2](=[O:3])[NH:4][C:35]=2[C:29]2[CH:30]=[CH:31][CH:32]=[CH:33][CH:34]=2)[CH2:43][CH2:42][CH2:41][CH2:40][CH2:39]1. The yield is 0.0900.